Dataset: Reaction yield outcomes from USPTO patents with 853,638 reactions. Task: Predict the reaction yield, written as a fraction of the theoretical maximum amount of product (1.0 means a 100% yield; for example, 0.34 means a 34% yield). (1) The reactants are [NH2:1][CH2:2][C@H:3]([C:5]1[CH:10]=[CH:9][CH:8]=[CH:7][CH:6]=1)[OH:4].C(O)(=O)C.[Br:15][C:16]1[CH:23]=[CH:22][C:19]([CH:20]=O)=[CH:18][CH:17]=1.C(O[BH-](OC(=O)C)OC(=O)C)(=O)C.[Na+]. The catalyst is C1COCC1. The product is [Br:15][C:16]1[CH:23]=[CH:22][C:19]([CH2:20][NH:1][CH2:2][C@H:3]([C:5]2[CH:10]=[CH:9][CH:8]=[CH:7][CH:6]=2)[OH:4])=[CH:18][CH:17]=1. The yield is 0.740. (2) The reactants are [CH3:1][O:2][C:3](=[O:23])[C:4]1[CH:9]=[CH:8][C:7]([NH:10][C:11]2[CH:16]=[CH:15][C:14]([C:17]#[N:18])=[CH:13][C:12]=2[NH:19][C:20](=O)[CH3:21])=[CH:6][CH:5]=1. The catalyst is C(O)(=O)C.[Cl-].[Na+].O. The product is [CH3:1][O:2][C:3](=[O:23])[C:4]1[CH:9]=[CH:8][C:7]([N:10]2[C:11]3[CH:16]=[CH:15][C:14]([C:17]#[N:18])=[CH:13][C:12]=3[N:19]=[C:20]2[CH3:21])=[CH:6][CH:5]=1. The yield is 0.880. (3) The reactants are Br[C:2]1[CH:3]=[C:4]([O:22][CH:23]([CH2:25][CH3:26])[CH3:24])[C:5]([CH3:21])=[C:6]([CH:20]=1)[C:7]([NH:9][CH2:10][C:11]1[C:12](=[O:19])[NH:13][C:14]([CH3:18])=[CH:15][C:16]=1[CH3:17])=[O:8].CN1CCC[C:29]1=[O:33].C[O-].[Na+].CO. The catalyst is O.CCOC(C)=O.[Cu]I. The product is [CH:23]([O:22][C:4]1[C:5]([CH3:21])=[C:6]([CH:20]=[C:2]([O:33][CH3:29])[CH:3]=1)[C:7]([NH:9][CH2:10][C:11]1[C:12](=[O:19])[NH:13][C:14]([CH3:18])=[CH:15][C:16]=1[CH3:17])=[O:8])([CH2:25][CH3:26])[CH3:24]. The yield is 0.200.